Dataset: Full USPTO retrosynthesis dataset with 1.9M reactions from patents (1976-2016). Task: Predict the reactants needed to synthesize the given product. (1) Given the product [CH3:33][O:32][C:29]1[CH:30]=[CH:31][C:26]([CH2:25][N:9]([CH2:8][CH2:7][C:1]2[CH:6]=[CH:5][CH:4]=[CH:3][CH:2]=2)[S:11]([C:14]2[CH:23]=[CH:22][C:17]([C:18]([OH:20])=[O:19])=[CH:16][CH:15]=2)(=[O:13])=[O:12])=[CH:27][CH:28]=1, predict the reactants needed to synthesize it. The reactants are: [C:1]1([CH2:7][CH2:8][NH2:9])[CH:6]=[CH:5][CH:4]=[CH:3][CH:2]=1.Cl[S:11]([C:14]1[CH:23]=[CH:22][C:17]([C:18]([O:20]C)=[O:19])=[CH:16][CH:15]=1)(=[O:13])=[O:12].Cl[CH2:25][C:26]1[CH:31]=[CH:30][C:29]([O:32][CH3:33])=[CH:28][CH:27]=1. (2) Given the product [CH2:28]([C:23]([NH:22][C:19]([C:7]1[CH:6]=[CH:5][C:4]([CH:1]2[CH2:3][CH2:2]2)=[C:9]([O:10][C@H:11]([C:15]([F:16])([F:18])[F:17])[CH2:12][CH2:13][OH:14])[N:8]=1)=[O:20])([C:24](=[O:25])[NH:26][CH3:27])[CH2:30][CH3:31])[CH3:29], predict the reactants needed to synthesize it. The reactants are: [CH:1]1([C:4]2[CH:5]=[CH:6][C:7]([C:19](O)=[O:20])=[N:8][C:9]=2[O:10][C@H:11]([C:15]([F:18])([F:17])[F:16])[CH2:12][CH2:13][OH:14])[CH2:3][CH2:2]1.[NH2:22][C:23]([CH2:30][CH3:31])([CH2:28][CH3:29])[C:24]([NH:26][CH3:27])=[O:25]. (3) Given the product [Br:54][C:51]1[CH:52]=[CH:53][C:48]([C:16]2[C:15]([NH2:20])=[N:14][CH:19]=[CH:18][CH:17]=2)=[N:49][CH:50]=1, predict the reactants needed to synthesize it. The reactants are: C([Li])CCC.CN(C)CCN(C)C.[N:14]1[CH:19]=[CH:18][CH:17]=[CH:16][C:15]=1[NH:20]C(=O)OC(C)(C)C.B(OC(C)C)(OC(C)C)OC(C)C.C(=O)([O-])[O-].[K+].[K+].Br[C:48]1[CH:53]=[CH:52][C:51]([Br:54])=[CH:50][N:49]=1. (4) Given the product [CH2:12]([N:14]1[C:18]([O:19][C:2]2[CH:7]=[CH:6][C:5]([F:8])=[CH:4][C:3]=2[N+:9]([O-:11])=[O:10])=[CH:17][C:16]([C:20]2[CH:21]=[C:22]([CH:25]=[CH:26][CH:27]=2)[C:23]#[N:24])=[N:15]1)[CH3:13], predict the reactants needed to synthesize it. The reactants are: F[C:2]1[CH:7]=[CH:6][C:5]([F:8])=[CH:4][C:3]=1[N+:9]([O-:11])=[O:10].[CH2:12]([N:14]1[C:18](=[O:19])[CH:17]=[C:16]([C:20]2[CH:21]=[C:22]([CH:25]=[CH:26][CH:27]=2)[C:23]#[N:24])[NH:15]1)[CH3:13].C(=O)([O-])[O-].[K+].[K+].